From a dataset of Forward reaction prediction with 1.9M reactions from USPTO patents (1976-2016). Predict the product of the given reaction. (1) Given the reactants [F:1][C:2]1[CH:7]=[C:6]([O:8][C:9]2[CH:14]=[CH:13][N:12]=[CH:11][C:10]=2[C:15]2[CH:16]=[N:17][N:18]([CH3:20])[CH:19]=2)[C:5]([F:21])=[CH:4][C:3]=1[NH:22][C:23]([C:25]1([C:28]([NH:30][C:31]2[CH:36]=[CH:35][C:34]([F:37])=[CH:33][CH:32]=2)=[O:29])[CH2:27][CH2:26]1)=[O:24].[CH3:38][S:39]([OH:42])(=[O:41])=[O:40], predict the reaction product. The product is: [S:39]([OH:42])(=[O:41])(=[O:40])[CH3:38].[F:1][C:2]1[CH:7]=[C:6]([O:8][C:9]2[CH:14]=[CH:13][N:12]=[CH:11][C:10]=2[C:15]2[CH:16]=[N:17][N:18]([CH3:20])[CH:19]=2)[C:5]([F:21])=[CH:4][C:3]=1[NH:22][C:23]([C:25]1([C:28]([NH:30][C:31]2[CH:32]=[CH:33][C:34]([F:37])=[CH:35][CH:36]=2)=[O:29])[CH2:27][CH2:26]1)=[O:24]. (2) Given the reactants [C:1]([C:3]1[CH:8]=[CH:7][C:6]([C:9]([NH:17]S(CC(C)C)=O)([C:11]2[CH:12]=[N:13][CH:14]=[CH:15][CH:16]=2)[CH3:10])=[CH:5][C:4]=1[F:24])#[N:2].[ClH:25].O1CCOCC1, predict the reaction product. The product is: [ClH:25].[ClH:25].[NH2:17][C:9]([C:6]1[CH:7]=[CH:8][C:3]([C:1]#[N:2])=[C:4]([F:24])[CH:5]=1)([C:11]1[CH:12]=[N:13][CH:14]=[CH:15][CH:16]=1)[CH3:10]. (3) Given the reactants [CH:1]([C:3]1[CH:4]=[CH:5][C:6]([O:11][C:12]2[CH:17]=[CH:16][CH:15]=[C:14]([C:18]([F:21])([F:20])[F:19])[CH:13]=2)=[C:7]([CH:10]=1)[C:8]#[N:9])=O.[N+](=[C:24](P(=O)(OC)OC)C(=O)C)=[N-].C(=O)([O-])[O-].[K+].[K+], predict the reaction product. The product is: [C:1]([C:3]1[CH:4]=[CH:5][C:6]([O:11][C:12]2[CH:17]=[CH:16][CH:15]=[C:14]([C:18]([F:21])([F:20])[F:19])[CH:13]=2)=[C:7]([CH:10]=1)[C:8]#[N:9])#[CH:24]. (4) The product is: [F:9][C:6]([F:7])([F:8])[C:4]([NH:11][C@H:12]([C:18]([OH:20])=[O:19])[CH2:13][CH2:14][CH2:15][CH2:16][NH2:17])=[O:5]. Given the reactants C(S[C:4]([C:6]([F:9])([F:8])[F:7])=[O:5])C.Cl.[NH2:11][C@H:12]([C:18]([OH:20])=[O:19])[CH2:13][CH2:14][CH2:15][CH2:16][NH2:17].[OH-].[Na+], predict the reaction product. (5) The product is: [NH2:27][C:24]1[CH:25]=[CH:26][C:21]([C:20]([N:17]2[CH2:18][CH2:19][N:14]([CH2:13][C:9]3[CH:8]=[C:7]([CH:12]=[CH:11][CH:10]=3)[C:6]([NH:5][C:1]([CH3:4])([CH3:3])[CH3:2])=[O:31])[CH2:15][CH2:16]2)=[O:30])=[CH:22][CH:23]=1. Given the reactants [C:1]([NH:5][C:6](=[O:31])[C:7]1[CH:12]=[CH:11][CH:10]=[C:9]([CH2:13][N:14]2[CH2:19][CH2:18][N:17]([C:20](=[O:30])[C:21]3[CH:26]=[CH:25][C:24]([N+:27]([O-])=O)=[CH:23][CH:22]=3)[CH2:16][CH2:15]2)[CH:8]=1)([CH3:4])([CH3:3])[CH3:2].[H][H], predict the reaction product.